Task: Predict the product of the given reaction.. Dataset: Forward reaction prediction with 1.9M reactions from USPTO patents (1976-2016) (1) Given the reactants [N+:1]([C:4]1[CH:9]=[C:8]([N+:10]([O-:12])=[O:11])[CH:7]=[CH:6][C:5]=1[CH2:13][CH:14]([CH3:18])[C:15]([OH:17])=[O:16])([O-:3])=[O:2].OS(O)(=O)=O.[CH3:24]O, predict the reaction product. The product is: [N+:1]([C:4]1[CH:9]=[C:8]([N+:10]([O-:12])=[O:11])[CH:7]=[CH:6][C:5]=1[CH2:13][CH:14]([CH3:18])[C:15]([O:17][CH3:24])=[O:16])([O-:3])=[O:2]. (2) Given the reactants [N:1]1([C:7](=[O:29])[CH2:8][CH2:9][CH:10]=[CH:11][CH2:12][CH:13]=[CH:14][CH2:15][CH:16]=[CH:17][CH2:18][CH:19]=[CH:20][CH2:21][CH:22]=[CH:23][CH2:24][CH:25]=[CH:26][CH2:27][CH3:28])[CH2:6][CH2:5][NH:4][CH2:3][CH2:2]1.[C:30](O)(=[O:38])[C:31]1[C:32](=[CH:34][CH:35]=[CH:36][CH:37]=1)[OH:33].CCN(CC)CC.CN(C(ON1N=NC2C=CC=NC1=2)=[N+](C)C)C.F[P-](F)(F)(F)(F)F, predict the reaction product. The product is: [OH:33][C:32]1[CH:34]=[CH:35][CH:36]=[CH:37][C:31]=1[C:30]([N:4]1[CH2:5][CH2:6][N:1]([C:7](=[O:29])[CH2:8][CH2:9][CH:10]=[CH:11][CH2:12][CH:13]=[CH:14][CH2:15][CH:16]=[CH:17][CH2:18][CH:19]=[CH:20][CH2:21][CH:22]=[CH:23][CH2:24][CH:25]=[CH:26][CH2:27][CH3:28])[CH2:2][CH2:3]1)=[O:38]. (3) Given the reactants [CH3:1][N:2]1[C:6]([C:7]2[C:12]([F:13])=[CH:11][N:10]=[C:9]([NH2:14])[N:8]=2)=[CH:5][N:4]=[C:3]1[CH3:15].Br[C:17]1[CH:22]=[CH:21][C:20]([S:23]([N:26]2[CH2:31][CH2:30][N:29]([CH3:32])[CH2:28][CH2:27]2)(=[O:25])=[O:24])=[C:19]([Cl:33])[CH:18]=1, predict the reaction product. The product is: [Cl:33][C:19]1[CH:18]=[C:17]([NH:14][C:9]2[N:8]=[C:7]([C:6]3[N:2]([CH3:1])[C:3]([CH3:15])=[N:4][CH:5]=3)[C:12]([F:13])=[CH:11][N:10]=2)[CH:22]=[CH:21][C:20]=1[S:23]([N:26]1[CH2:27][CH2:28][N:29]([CH3:32])[CH2:30][CH2:31]1)(=[O:25])=[O:24]. (4) Given the reactants C(O[C:4]([C:6]1([CH2:12][CH2:13]OC)[CH2:11][CH2:10][NH:9][CH2:8][CH2:7]1)=[O:5])C.[Cl:16][C:17]1[CH:22]=[CH:21][CH:20]=[CH:19][C:18]=1[S:23](Cl)(=[O:25])=[O:24].[F:27][C:28]([F:39])([F:38])[CH2:29][O:30][C:31]1[N:36]=[CH:35][C:34]([NH2:37])=[CH:33][CH:32]=1, predict the reaction product. The product is: [Cl:16][C:17]1[CH:22]=[CH:21][CH:20]=[CH:19][C:18]=1[S:23]([N:9]1[CH2:8][CH2:7][C:6]2([C:4](=[O:5])[N:37]([C:34]3[CH:35]=[N:36][C:31]([O:30][CH2:29][C:28]([F:39])([F:27])[F:38])=[CH:32][CH:33]=3)[CH2:13][CH2:12]2)[CH2:11][CH2:10]1)(=[O:25])=[O:24]. (5) Given the reactants C1C=CC(P(C2C=CC3C(=CC=CC=3)C=2C2C3C(=CC=CC=3)C=CC=2P(C2C=CC=CC=2)C2C=CC=CC=2)C2C=CC=CC=2)=CC=1.I[C:48]1[C:49]2[C:50](=[CH:54][N:55]([CH2:57][C:58]3[CH:63]=[CH:62][C:61]([O:64][CH3:65])=[CH:60][CH:59]=3)[N:56]=2)[N:51]=[CH:52][CH:53]=1.[F:66][C:67]1[CH:72]=[CH:71][C:70]([F:73])=[CH:69][C:68]=1[C:74]1[N:79]=[C:78]([NH2:80])[C:77]([CH3:81])=[CH:76][N:75]=1.CC([O-])(C)C.[Na+], predict the reaction product. The product is: [F:66][C:67]1[CH:72]=[CH:71][C:70]([F:73])=[CH:69][C:68]=1[C:74]1[N:79]=[C:78]([NH:80][C:48]2[C:49]3[C:50](=[CH:54][N:55]([CH2:57][C:58]4[CH:63]=[CH:62][C:61]([O:64][CH3:65])=[CH:60][CH:59]=4)[N:56]=3)[N:51]=[CH:52][CH:53]=2)[C:77]([CH3:81])=[CH:76][N:75]=1.[F:66][C:67]1[CH:72]=[CH:71][C:70]([F:73])=[CH:69][C:68]=1[C:74]1[N:79]=[C:78]([NH:80][C:48]2[CH:53]=[CH:52][N:51]=[C:50]3[CH:49]=[N:56][N:55]([CH2:57][C:58]4[CH:59]=[CH:60][C:61]([O:64][CH3:65])=[CH:62][CH:63]=4)[C:54]=23)[C:77]([CH3:81])=[CH:76][N:75]=1. (6) Given the reactants [F:1][C:2]([F:31])([F:30])[C:3]([C:9]1[CH:14]=[CH:13][C:12]([O:15][CH2:16][O:17][CH3:18])=[C:11]([CH2:19][CH2:20][CH3:21])[C:10]=1[CH2:22][O:23]C1CCCCO1)([OH:8])[C:4]([F:7])([F:6])[F:5].C(O)(=O)C.C(=O)([O-])O.[Na+], predict the reaction product. The product is: [F:1][C:2]([F:30])([F:31])[C:3]([C:9]1[CH:14]=[CH:13][C:12]([O:15][CH2:16][O:17][CH3:18])=[C:11]([CH2:19][CH2:20][CH3:21])[C:10]=1[CH2:22][OH:23])([OH:8])[C:4]([F:5])([F:7])[F:6]. (7) Given the reactants [C:1]([C:4]1[CH:9]=[CH:8][C:7]([NH:10][C:11](=[O:13])[CH3:12])=[C:6]([N+:14]([O-:16])=[O:15])[C:5]=1[OH:17])(=[O:3])[CH3:2].C(N(CC)CC)C.CN(C)[C:27]1[CH:35]=[CH:34][C:30]([C:31](Cl)=[O:32])=[CH:29][CH:28]=1, predict the reaction product. The product is: [C:31]([O:17][C:5]1[C:4]([C:1](=[O:3])[CH3:2])=[CH:9][CH:8]=[C:7]([NH:10][C:11](=[O:13])[CH3:12])[C:6]=1[N+:14]([O-:16])=[O:15])(=[O:32])[C:30]1[CH:34]=[CH:35][CH:27]=[CH:28][CH:29]=1. (8) Given the reactants [NH2:1][C:2]1[CH:3]=[N:4][CH:5]=[C:6]([Br:8])[CH:7]=1.N1C=CC=CC=1.[Cl:15][CH2:16][CH2:17][CH2:18][S:19](Cl)(=[O:21])=[O:20].C([O-])(O)=O.[Na+], predict the reaction product. The product is: [Br:8][C:6]1[CH:7]=[C:2]([NH:1][S:19]([CH2:18][CH2:17][CH2:16][Cl:15])(=[O:21])=[O:20])[CH:3]=[N:4][CH:5]=1. (9) Given the reactants [C:1]([C:4]1[CH:5]=[C:6]([CH:10]=[CH:11][C:12]=1[OH:13])[C:7]([OH:9])=[O:8])(=[O:3])[CH3:2].[Br:14]Br, predict the reaction product. The product is: [Br:14][CH2:2][C:1]([C:4]1[CH:5]=[C:6]([CH:10]=[CH:11][C:12]=1[OH:13])[C:7]([OH:9])=[O:8])=[O:3].